This data is from Catalyst prediction with 721,799 reactions and 888 catalyst types from USPTO. The task is: Predict which catalyst facilitates the given reaction. Reactant: [F:1][C:2]([F:18])([F:17])[C:3]1[CH:8]=[CH:7][C:6]([C:9]2([C:15]#N)[CH2:14][CH2:13][CH2:12][CH2:11][CH2:10]2)=[CH:5][CH:4]=1.CC(C[AlH]CC(C)C)C.CCCCCC.C(OCC)=[O:35].[NH4+].[Cl-].OS(O)(=O)=O. Product: [F:1][C:2]([F:18])([F:17])[C:3]1[CH:8]=[CH:7][C:6]([C:9]2([CH:15]=[O:35])[CH2:14][CH2:13][CH2:12][CH2:11][CH2:10]2)=[CH:5][CH:4]=1. The catalyst class is: 11.